From a dataset of Catalyst prediction with 721,799 reactions and 888 catalyst types from USPTO. Predict which catalyst facilitates the given reaction. (1) The catalyst class is: 39. Reactant: [O:1]1[CH:5]=[CH:4][CH:3]=[C:2]1[C:6]1[O:7][C:8]2[C:9](=[C:11]([C:15]([OH:17])=O)[CH:12]=[CH:13][CH:14]=2)[N:10]=1.Cl.Cl.[NH2:20][CH:21]1[CH2:28][CH:27]2[N:29]([CH3:30])[CH:23]([CH2:24][CH2:25][CH2:26]2)[CH2:22]1.Cl.C(N=C=NCCCN(C)C)C.ON1C2C=CC=CC=2N=N1.C(N(CC)CC)C. Product: [CH3:30][N:29]1[CH:23]2[CH2:24][CH2:25][CH2:26][CH:27]1[CH2:28][CH:21]([NH:20][C:15]([C:11]1[CH:12]=[CH:13][CH:14]=[C:8]3[O:7][C:6]([C:2]4[O:1][CH:5]=[CH:4][CH:3]=4)=[N:10][C:9]=13)=[O:17])[CH2:22]2. (2) The catalyst class is: 20. Reactant: [Si]([O:8][C:9]1[C:10]([F:23])=[C:11]([C:16]2[N:17]=[CH:18][C:19]([NH2:22])=[N:20][CH:21]=2)[CH:12]=[CH:13][C:14]=1[CH3:15])(C(C)(C)C)(C)C.[F-].C([N+](CCCC)(CCCC)CCCC)CCC. Product: [NH2:22][C:19]1[N:20]=[CH:21][C:16]([C:11]2[C:10]([F:23])=[C:9]([OH:8])[C:14]([CH3:15])=[CH:13][CH:12]=2)=[N:17][CH:18]=1. (3) Reactant: C1(P(C2C=CC=CC=2)C2C=CC=CC=2)C=CC=CC=1.[Br:20]Br.[CH2:22]([CH:32]([CH2:37][CH2:38][CH2:39][CH2:40][CH2:41][CH2:42][CH2:43][CH2:44][CH2:45][CH2:46][CH2:47][CH3:48])[CH2:33][CH2:34][CH2:35]O)[CH2:23][CH2:24][CH2:25][CH2:26][CH2:27][CH2:28][CH2:29][CH2:30][CH3:31].N1C=CC=CC=1.[O-]S([O-])=O.[Na+].[Na+]. Product: [Br:20][CH2:35][CH2:34][CH2:33][CH:32]([CH2:37][CH2:38][CH2:39][CH2:40][CH2:41][CH2:42][CH2:43][CH2:44][CH2:45][CH2:46][CH2:47][CH3:48])[CH2:22][CH2:23][CH2:24][CH2:25][CH2:26][CH2:27][CH2:28][CH2:29][CH2:30][CH3:31]. The catalyst class is: 2. (4) Reactant: [C:1]1(=[O:7])[O:6][C:4](=[O:5])[CH:3]=[CH:2]1.[Cl-].[Al+3].[Cl-].[Cl-].[Cl:12][C:13]1[CH:18]=[CH:17][CH:16]=[CH:15][C:14]=1[O:19][CH3:20].Cl. The catalyst class is: 159. Product: [Cl:12][C:13]1[CH:18]=[C:17]([C:4](=[O:5])/[CH:3]=[CH:2]/[C:1]([OH:6])=[O:7])[CH:16]=[CH:15][C:14]=1[O:19][CH3:20]. (5) Product: [F:18][C:13]1[CH:12]=[C:11]([N:7]2[CH2:6][C@H:5]([CH2:4][N:1]3[CH:24]=[C:23]([Si:20]([CH3:22])([CH3:21])[CH3:19])[N:3]=[N:2]3)[O:9][C:8]2=[O:10])[CH:16]=[CH:15][C:14]=1[I:17]. The catalyst class is: 3. Reactant: [N:1]([CH2:4][C@@H:5]1[O:9][C:8](=[O:10])[N:7]([C:11]2[CH:16]=[CH:15][C:14]([I:17])=[C:13]([F:18])[CH:12]=2)[CH2:6]1)=[N+:2]=[N-:3].[CH3:19][Si:20]([C:23]#[CH:24])([CH3:22])[CH3:21]. (6) Reactant: [Cl:1][C:2]1[CH:3]=[C:4]([CH:7]=[C:8]([Cl:10])[CH:9]=1)[CH:5]=[O:6].[F:11][CH:12]([Si](C)(C)C)[F:13].[F-].[Cs+]. Product: [Cl:1][C:2]1[CH:3]=[C:4]([CH:5]([OH:6])[CH:12]([F:13])[F:11])[CH:7]=[C:8]([Cl:10])[CH:9]=1. The catalyst class is: 39. (7) Reactant: [Br:1][C:2]1[CH:7]=[CH:6][C:5]([CH:8]([NH:21][C:22](=O)[C:23]2[CH:28]=[CH:27][CH:26]=[C:25]([Cl:29])[C:24]=2[F:30])[C:9]([C@@H:11]2[CH2:16][CH2:15][CH2:14][CH2:13][C@H:12]2[C:17]([O:19][CH3:20])=[O:18])=[O:10])=[CH:4][CH:3]=1.P(Cl)(Cl)(Cl)=O. Product: [Br:1][C:2]1[CH:3]=[CH:4][C:5]([C:8]2[N:21]=[C:22]([C:23]3[CH:28]=[CH:27][CH:26]=[C:25]([Cl:29])[C:24]=3[F:30])[O:10][C:9]=2[C@@H:11]2[CH2:16][CH2:15][CH2:14][CH2:13][C@H:12]2[C:17]([O:19][CH3:20])=[O:18])=[CH:6][CH:7]=1. The catalyst class is: 11.